This data is from Reaction yield outcomes from USPTO patents with 853,638 reactions. The task is: Predict the reaction yield, written as a fraction of the theoretical maximum amount of product (1.0 means a 100% yield; for example, 0.34 means a 34% yield). (1) The reactants are Br[C:2]1[S:6][C:5]([NH:7][C:8](=[O:14])[O:9][C:10]([CH3:13])([CH3:12])[CH3:11])=[N:4][CH:3]=1.[C:15]([Si:17]([CH3:20])([CH3:19])[CH3:18])#[CH:16]. The catalyst is Cl[Pd](Cl)([P](C1C=CC=CC=1)(C1C=CC=CC=1)C1C=CC=CC=1)[P](C1C=CC=CC=1)(C1C=CC=CC=1)C1C=CC=CC=1.[Cu]I. The product is [CH3:18][Si:17]([C:15]#[C:16][C:2]1[S:6][C:5]([NH:7][C:8](=[O:14])[O:9][C:10]([CH3:13])([CH3:12])[CH3:11])=[N:4][CH:3]=1)([CH3:20])[CH3:19]. The yield is 0.300. (2) The catalyst is CN(C=O)C. The yield is 0.910. The product is [C:16]1([S:22]([N:3]2[C:11]3[CH:10]=[CH:9][CH:8]=[C:7]([C:12]([O:14][CH3:15])=[O:13])[C:6]=3[CH:5]=[N:4]2)(=[O:24])=[O:23])[CH:21]=[CH:20][CH:19]=[CH:18][CH:17]=1. The reactants are [H-].[Na+].[NH:3]1[C:11]2[CH:10]=[CH:9][CH:8]=[C:7]([C:12]([O:14][CH3:15])=[O:13])[C:6]=2[CH:5]=[N:4]1.[C:16]1([S:22](Cl)(=[O:24])=[O:23])[CH:21]=[CH:20][CH:19]=[CH:18][CH:17]=1. (3) The reactants are [CH3:1][O:2][C:3]1[CH:4]=[C:5]2[C:10](=[CH:11][CH:12]=1)[N:9]=[C:8]([NH:13][CH2:14][CH2:15][CH3:16])[C:7]([CH2:17]O)=[CH:6]2.O=S(Cl)[Cl:21]. The catalyst is C(Cl)Cl. The product is [ClH:21].[Cl:21][CH2:17][C:7]1[C:8]([NH:13][CH2:14][CH2:15][CH3:16])=[N:9][C:10]2[C:5]([CH:6]=1)=[CH:4][C:3]([O:2][CH3:1])=[CH:12][CH:11]=2. The yield is 0.820.